This data is from Catalyst prediction with 721,799 reactions and 888 catalyst types from USPTO. The task is: Predict which catalyst facilitates the given reaction. (1) Reactant: [OH:1][NH:2][C:3]([C:5]1[CH:6]=[N:7][C:8]([CH2:11][NH2:12])=[CH:9][CH:10]=1)=[NH:4].[C:13](=[O:16])([O-])[O-:14].[K+].[K+]. Product: [OH:1][NH:2][C:3]([C:5]1[C:6]([C:13]([O:14][C:5]([CH3:6])([CH3:10])[CH3:3])=[O:16])=[N:7][C:8]([CH2:11][NH2:12])=[CH:9][CH:10]=1)=[NH:4]. The catalyst class is: 38. (2) Reactant: [F:1][C:2]([F:14])([F:13])[C:3]1[CH:11]=[C:10]2[C:6]([CH2:7][O:8][C:9]2=[O:12])=[CH:5][CH:4]=1.[H-].C([Al+]CC(C)C)C(C)C.[Cl-].[NH4+].C(OCC)(=O)C. Product: [F:14][C:2]([F:1])([F:13])[C:3]1[CH:11]=[C:10]2[C:6]([CH2:7][O:8][CH:9]2[OH:12])=[CH:5][CH:4]=1. The catalyst class is: 390. (3) Reactant: [NH2:1][C:2]1[NH:6][N:5]=[C:4]([OH:7])[C:3]=1[C:8]1[CH:13]=[CH:12][CH:11]=[CH:10][N:9]=1.[O:14]1[CH2:19][CH2:18][O:17][C:16]2[CH:20]=[C:21]([C:24](=O)[CH2:25][C:26](OCC)=[O:27])[CH:22]=[CH:23][C:15]1=2. Product: [O:14]1[CH2:19][CH2:18][O:17][C:16]2[CH:20]=[C:21]([C:24]3[NH:1][C:2]4[N:6]([N:5]=[C:4]([OH:7])[C:3]=4[C:8]4[CH:13]=[CH:12][CH:11]=[CH:10][N:9]=4)[C:26](=[O:27])[CH:25]=3)[CH:22]=[CH:23][C:15]1=2. The catalyst class is: 15. (4) Reactant: [CH3:1][C:2]1[N:14]2[C:5]([C:6]3[CH:7]=[CH:8][CH:9]=[N:10][C:11]=3[CH:12]=[CH:13]2)=[N:4][C:3]=1[C:15](OC)=[O:16].CC(C[AlH]CC(C)C)C.[Cl-].[NH4+].C(=O)(O)[O-].[Na+]. Product: [CH3:1][C:2]1[N:14]2[C:5]([C:6]3[CH:7]=[CH:8][CH:9]=[N:10][C:11]=3[CH:12]=[CH:13]2)=[N:4][C:3]=1[CH2:15][OH:16]. The catalyst class is: 2. (5) Reactant: [CH3:1][C:2]1[NH:3][C:4](/[CH:11]=[C:12]2\[C:13](=[O:32])[NH:14][C:15]3[C:20]\2=[CH:19][C:18]([C:21]2[CH:22]=[N:23][N:24]([C:26]4[CH:31]=[CH:30][CH:29]=[CH:28][CH:27]=4)[CH:25]=2)=[CH:17][CH:16]=3)=[C:5]([CH3:10])[C:6]=1[C:7](O)=[O:8].C1C=CC2N(O)N=NC=2C=1.CCN(CC)CC.[C:50]([N:57]1[CH2:62][CH2:61][CH2:60][C@H:59]([NH2:63])[CH2:58]1)([O:52][C:53]([CH3:56])([CH3:55])[CH3:54])=[O:51]. Product: [CH3:1][C:2]1[NH:3][C:4](/[CH:11]=[C:12]2\[C:13](=[O:32])[NH:14][C:15]3[C:20]\2=[CH:19][C:18]([C:21]2[CH:22]=[N:23][N:24]([C:26]4[CH:27]=[CH:28][CH:29]=[CH:30][CH:31]=4)[CH:25]=2)=[CH:17][CH:16]=3)=[C:5]([CH3:10])[C:6]=1[C:7]([NH:63][C@H:59]1[CH2:60][CH2:61][CH2:62][N:57]([C:50]([O:52][C:53]([CH3:56])([CH3:55])[CH3:54])=[O:51])[CH2:58]1)=[O:8]. The catalyst class is: 18. (6) Product: [Cl:28][C:24]1[CH:23]=[C:22]2[C:27](=[CH:26][CH:25]=1)[C@@:18]1([CH2:17][O:16][C:15]3[CH:30]=[CH:31][C:32]([C:34]([O:36][CH3:37])=[O:35])=[CH:33][C:14]=3[N:13]([CH2:12][C@@H:9]3[CH2:10][CH2:11][C@H:8]3[CH2:7][OH:6])[CH2:29]1)[CH2:19][CH2:20][CH2:21]2. The catalyst class is: 5. Reactant: [OH-].[K+].C([O:6][CH2:7][C@H:8]1[CH2:11][CH2:10][C@H:9]1[CH2:12][N:13]1[CH2:29][C@:18]2([C:27]3[C:22](=[CH:23][C:24]([Cl:28])=[CH:25][CH:26]=3)[CH2:21][CH2:20][CH2:19]2)[CH2:17][O:16][C:15]2[CH:30]=[CH:31][C:32]([C:34]([O:36][CH3:37])=[O:35])=[CH:33][C:14]1=2)(=O)C.Cl. (7) Reactant: C([C:3]1[CH:4]=[C:5]2[C:9](=[CH:10][CH:11]=1)[N:8]([CH:12]1[CH2:17][CH2:16][CH2:15][CH2:14][O:13]1)[N:7]=[C:6]2[C:18]1[CH:19]=[C:20]([CH:24]=[CH:25][CH:26]=1)[C:21]([OH:23])=O)#N.[F:27][C:28]1[CH:34]=[CH:33][C:31]([NH2:32])=[CH:30][CH:29]=1.C1C=CC2N([OH:44])N=[N:41][C:39]=2C=1.CCN=C=NCC[CH2:52][N:53]([CH3:55])[CH3:54].Cl. Product: [C:39]([CH:15]1[CH2:14][O:13][CH:12]([N:8]2[C:9]3[C:5](=[CH:4][CH:3]=[CH:11][CH:10]=3)[C:6]([C:18]3[CH:19]=[C:20]([C:21]([NH:32][C:31]4[CH:33]=[CH:34][C:28]([F:27])=[CH:29][CH:30]=4)=[O:23])[CH:24]=[CH:25][CH:26]=3)=[N:7]2)[CH2:17][CH2:16]1)#[N:41].[CH3:55][N:53]([CH:52]=[O:44])[CH3:54]. The catalyst class is: 1. (8) Reactant: [F:1][C:2]1[CH:3]=[C:4]([CH:18]=[C:19]([F:21])[CH:20]=1)[CH2:5][NH:6][C:7]([C:9]1[N:10]=[C:11](I)[NH:12][C:13]=1[CH2:14][CH2:15][CH3:16])=[O:8]. Product: [F:1][C:2]1[CH:3]=[C:4]([CH:18]=[C:19]([F:21])[CH:20]=1)[CH2:5][NH:6][C:7]([C:9]1[N:10]=[C:11]([C:11]2[NH:12][C:13]([CH2:14][CH2:15][CH3:16])=[C:9]([C:7]([NH:6][CH2:5][C:4]3[CH:18]=[C:19]([F:21])[CH:20]=[C:2]([F:1])[CH:3]=3)=[O:8])[N:10]=2)[NH:12][C:13]=1[CH2:14][CH2:15][CH3:16])=[O:8]. The catalyst class is: 5. (9) Reactant: C([Mg]Cl)(C)C.[CH2:6]([O:13][C:14]1[CH:19]=[C:18](I)[CH:17]=[CH:16][C:15]=1[Cl:21])[C:7]1[CH:12]=[CH:11][CH:10]=[CH:9][CH:8]=1.[B:22](OC(C)C)([O:27]C(C)C)[O:23]C(C)C.Cl. Product: [CH2:6]([O:13][C:14]1[CH:19]=[C:18]([B:22]([OH:27])[OH:23])[CH:17]=[CH:16][C:15]=1[Cl:21])[C:7]1[CH:12]=[CH:11][CH:10]=[CH:9][CH:8]=1. The catalyst class is: 1.